Task: Regression. Given two drug SMILES strings and cell line genomic features, predict the synergy score measuring deviation from expected non-interaction effect.. Dataset: NCI-60 drug combinations with 297,098 pairs across 59 cell lines (1) Drug 1: CCC1=CC2CC(C3=C(CN(C2)C1)C4=CC=CC=C4N3)(C5=C(C=C6C(=C5)C78CCN9C7C(C=CC9)(C(C(C8N6C)(C(=O)OC)O)OC(=O)C)CC)OC)C(=O)OC.C(C(C(=O)O)O)(C(=O)O)O. Drug 2: CCCCCOC(=O)NC1=NC(=O)N(C=C1F)C2C(C(C(O2)C)O)O. Cell line: BT-549. Synergy scores: CSS=55.1, Synergy_ZIP=2.30, Synergy_Bliss=3.81, Synergy_Loewe=-61.5, Synergy_HSA=2.60. (2) Drug 1: C1CCC(C1)C(CC#N)N2C=C(C=N2)C3=C4C=CNC4=NC=N3. Drug 2: N.N.Cl[Pt+2]Cl. Cell line: DU-145. Synergy scores: CSS=8.17, Synergy_ZIP=-2.99, Synergy_Bliss=-0.119, Synergy_Loewe=-3.87, Synergy_HSA=0.102. (3) Drug 1: C1=CC(=CC=C1C#N)C(C2=CC=C(C=C2)C#N)N3C=NC=N3. Cell line: CCRF-CEM. Drug 2: CC1=C(C(=O)C2=C(C1=O)N3CC4C(C3(C2COC(=O)N)OC)N4)N. Synergy scores: CSS=48.5, Synergy_ZIP=-5.26, Synergy_Bliss=-6.74, Synergy_Loewe=-6.14, Synergy_HSA=-2.81. (4) Drug 1: CC1=C(N=C(N=C1N)C(CC(=O)N)NCC(C(=O)N)N)C(=O)NC(C(C2=CN=CN2)OC3C(C(C(C(O3)CO)O)O)OC4C(C(C(C(O4)CO)O)OC(=O)N)O)C(=O)NC(C)C(C(C)C(=O)NC(C(C)O)C(=O)NCCC5=NC(=CS5)C6=NC(=CS6)C(=O)NCCC[S+](C)C)O. Drug 2: C1=NC2=C(N1)C(=S)N=CN2. Cell line: PC-3. Synergy scores: CSS=19.9, Synergy_ZIP=-6.31, Synergy_Bliss=-0.652, Synergy_Loewe=1.15, Synergy_HSA=2.29. (5) Drug 1: CC1C(C(CC(O1)OC2CC(CC3=C2C(=C4C(=C3O)C(=O)C5=C(C4=O)C(=CC=C5)OC)O)(C(=O)C)O)N)O.Cl. Synergy scores: CSS=31.1, Synergy_ZIP=0.439, Synergy_Bliss=2.61, Synergy_Loewe=-6.55, Synergy_HSA=4.25. Drug 2: CN1C(=O)N2C=NC(=C2N=N1)C(=O)N. Cell line: HOP-92. (6) Synergy scores: CSS=25.1, Synergy_ZIP=5.06, Synergy_Bliss=6.14, Synergy_Loewe=-6.90, Synergy_HSA=4.37. Cell line: SK-MEL-2. Drug 2: CCC(=C(C1=CC=CC=C1)C2=CC=C(C=C2)OCCN(C)C)C3=CC=CC=C3.C(C(=O)O)C(CC(=O)O)(C(=O)O)O. Drug 1: CC1OCC2C(O1)C(C(C(O2)OC3C4COC(=O)C4C(C5=CC6=C(C=C35)OCO6)C7=CC(=C(C(=C7)OC)O)OC)O)O.